From a dataset of Reaction yield outcomes from USPTO patents with 853,638 reactions. Predict the reaction yield, written as a fraction of the theoretical maximum amount of product (1.0 means a 100% yield; for example, 0.34 means a 34% yield). (1) The reactants are [CH3:1][O:2][C:3]1[C:8]([C:9]2[CH:14]=[CH:13][C:12]([O:15][C:16]3[CH:21]=[CH:20][N:19]=[C:18]([C:22]4[CH:23]=[N:24][N:25]([CH3:27])[CH:26]=4)[CH:17]=3)=[C:11]([CH3:28])[N:10]=2)=[CH:7][N:6]=[C:5](SC)[N:4]=1.C1C=C(Cl)C=C(C(OO)=O)C=1.Cl.[CH3:43][C:44]([CH3:48])([CH3:47])[CH2:45][NH2:46]. The catalyst is C(Cl)Cl. The product is [CH3:1][O:2][C:3]1[C:8]([C:9]2[CH:14]=[CH:13][C:12]([O:15][C:16]3[CH:21]=[CH:20][N:19]=[C:18]([C:22]4[CH:23]=[N:24][N:25]([CH3:27])[CH:26]=4)[CH:17]=3)=[C:11]([CH3:28])[N:10]=2)=[CH:7][N:6]=[C:5]([NH:46][CH2:45][C:44]([CH3:48])([CH3:47])[CH3:43])[N:4]=1. The yield is 0.740. (2) The reactants are Cl[S:2]([N:5]=C=O)(=[O:4])=[O:3].[F:8][CH:9]([F:24])[C:10]1([O:13][Si](C(C)C)(C(C)C)C(C)C)[CH2:12][CH2:11]1.CCCC[N+](CCCC)(CCCC)CCCC.[F-].[Na+].[Cl-]. The catalyst is CN1C(=O)CCC1.C(O)=O. The product is [F:8][CH:9]([F:24])[C:10]1([O:13][S:2](=[O:3])(=[O:4])[NH2:5])[CH2:12][CH2:11]1. The yield is 0.0280. (3) The reactants are [NH:1](C(OC(C)(C)C)=O)[CH2:2][C:3]([NH:5][CH2:6][C:7]([NH:9][CH2:10][C:11]([NH:13][CH2:14][C:15]([NH:17][C@H:18]([C:23]([OH:25])=[O:24])[CH2:19][CH:20]([CH3:22])[CH3:21])=[O:16])=[O:12])=[O:8])=[O:4].[CH3:33][N:34]1[C@@H:51]2[CH2:52][C:39]3[CH:40]=[CH:41][C:42]([O:53][CH3:54])=[C:43]4[O:44][C@H:45]5[C:46]([CH2:48][CH2:49][C@@H:50]2[C@:37]5([C:38]=34)[CH2:36][CH2:35]1)=[O:47].Cl. The catalyst is O1CCOCC1. The product is [NH2:1][CH2:2][C:3]([NH:5][CH2:6][C:7]([NH:9][CH2:10][C:11]([NH:13][CH2:14][C:15]([NH:17][C@H:18]([C:23]([OH:25])=[O:24])[CH2:19][CH:20]([CH3:22])[CH3:21])=[O:16])=[O:12])=[O:8])=[O:4].[CH3:33][N:34]1[C@@H:51]2[CH2:52][C:39]3[CH:40]=[CH:41][C:42]([O:53][CH3:54])=[C:43]4[O:44][C@H:45]5[C:46]([CH2:48][CH2:49][C@@H:50]2[C@:37]5([C:38]=34)[CH2:36][CH2:35]1)=[O:47]. The yield is 0.970. (4) The reactants are [CH2:1]([N:8]=[N+:9]=[N-:10])[C:2]1[CH:7]=[CH:6][CH:5]=[CH:4][CH:3]=1.[OH:11][CH:12]([C@@H:15]1[C@@:19]2([CH3:50])[CH2:20][C@@H:21]([O:46][CH2:47][O:48][CH3:49])[CH:22]3[C@:35]45[C@@:26]([O:42]COC)([CH2:27][C@@H:28]([O:38][CH2:39][O:40][CH3:41])[CH2:29][C@H:30]4[O:31][C:32]([CH3:37])([CH3:36])[O:33][CH2:34]5)[CH2:25][CH2:24][CH:23]3[C@@:18]2([OH:51])[CH2:17][CH2:16]1)[C:13]#[CH:14].O=[C:53]1[O:59][C@H:58]([C@H](CO)O)C([O-])=C1O.[Na+]. The catalyst is CN(C=O)C.O. The product is [CH2:1]([N:8]1[CH:14]=[C:13]([CH:12]([OH:11])[C@@H:15]2[C@@:19]3([CH3:50])[CH2:20][C@@H:21]([O:46][CH2:47][O:48][CH3:49])[CH:22]4[C@:35]56[C@@:26]([OH:42])([CH2:27][C@@H:28]([O:38][CH2:39][O:40][CH3:41])[CH2:29][C@H:30]5[O:31][C:32]([CH3:37])([CH3:36])[O:33][CH2:34]6)[CH2:25][CH2:24][CH:23]4[C@@:18]3([O:51][CH2:58][O:59][CH3:53])[CH2:17][CH2:16]2)[N:10]=[N:9]1)[C:2]1[CH:7]=[CH:6][CH:5]=[CH:4][CH:3]=1. The yield is 0.650. (5) The reactants are [C:1]([O:5][C:6]([N:8]1[CH2:13][CH2:12][CH:11]([CH2:14][NH:15][C:16]2[C:21]([N+:22]([O-:24])=[O:23])=[CH:20][N:19]=[C:18](Cl)[N:17]=2)[CH2:10][CH2:9]1)=[O:7])([CH3:4])([CH3:3])[CH3:2].[Br:26][C:27]1[C:28]([CH3:35])=[C:29]([CH:32]=[CH:33][CH:34]=1)[CH2:30][NH2:31].C(N(C(C)C)CC)(C)C. The catalyst is ClCCl. The product is [C:1]([O:5][C:6]([N:8]1[CH2:13][CH2:12][CH:11]([CH2:14][NH:15][C:16]2[C:21]([N+:22]([O-:24])=[O:23])=[CH:20][N:19]=[C:18]([NH:31][CH2:30][C:29]3[CH:32]=[CH:33][CH:34]=[C:27]([Br:26])[C:28]=3[CH3:35])[N:17]=2)[CH2:10][CH2:9]1)=[O:7])([CH3:4])([CH3:3])[CH3:2]. The yield is 0.460. (6) The reactants are [CH3:1][C:2]1[S:6][C:5]([C:7]([OH:9])=[O:8])=[CH:4][C:3]=1[N+:10]([O-:12])=[O:11].S(=O)(=O)(O)O.[C:18](=O)(O)[O-].[Na+]. The catalyst is CO. The product is [CH3:18][O:8][C:7]([C:5]1[S:6][C:2]([CH3:1])=[C:3]([N+:10]([O-:12])=[O:11])[CH:4]=1)=[O:9]. The yield is 0.660. (7) The product is [Br:1][C:2]1[CH:11]=[C:10]2[C:5]([N:6]=[CH:7][C:8]([C:17]3[CH:16]=[N:15][N:14]([CH3:13])[CH:18]=3)=[N:9]2)=[CH:4][CH:3]=1. The catalyst is C(=O)([O-])[O-].[K+].[K+].O1CCOCC1. The yield is 0.570. The reactants are [Br:1][C:2]1[CH:11]=[C:10]2[C:5]([N:6]=[CH:7][C:8](Cl)=[N:9]2)=[CH:4][CH:3]=1.[CH3:13][N:14]1[CH:18]=[C:17](B2OC(C)(C)C(C)(C)O2)[CH:16]=[N:15]1.O. (8) The yield is 0.600. The catalyst is [Fe].O. The product is [I:1][C:2]1[CH:3]=[C:4]([NH2:9])[C:5]([NH2:8])=[N:6][CH:7]=1. The reactants are [I:1][C:2]1[CH:3]=[C:4]([N+:9]([O-])=O)[C:5]([NH2:8])=[N:6][CH:7]=1.C(O)C.Cl. (9) The reactants are CC(OI1(OC(C)=O)(OC(C)=O)OC(=O)C2C=CC=CC1=2)=O.[C:23]([O:27][C:28](=[O:39])[NH:29][C:30]1[CH:35]=[C:34]([CH2:36][OH:37])[CH:33]=[C:32]([CH3:38])[N:31]=1)([CH3:26])([CH3:25])[CH3:24].O. The catalyst is ClCCl.N1C=CC=CC=1. The product is [C:23]([O:27][C:28](=[O:39])[NH:29][C:30]1[CH:35]=[C:34]([CH:36]=[O:37])[CH:33]=[C:32]([CH3:38])[N:31]=1)([CH3:26])([CH3:25])[CH3:24]. The yield is 0.990.